This data is from Reaction yield outcomes from USPTO patents with 853,638 reactions. The task is: Predict the reaction yield, written as a fraction of the theoretical maximum amount of product (1.0 means a 100% yield; for example, 0.34 means a 34% yield). (1) The reactants are Br[C:2]1[CH:3]=[C:4]([CH:8]=[O:9])[CH:5]=[CH:6][CH:7]=1.[OH:10][C:11]1[CH:12]=[C:13]([CH2:17][C:18]([O:20][CH3:21])=[O:19])[CH:14]=[CH:15][CH:16]=1.C(=O)([O-])[O-].[K+].[K+]. The catalyst is [Cu]=O.N1C=CC=CC=1. The product is [C:8](=[C:4]1[CH:5]=[CH:6][CH:7]=[C:2]([O:10][C:11]2[CH:12]=[C:13]([CH2:17][C:18]([O:20][CH3:21])=[O:19])[CH:14]=[CH:15][CH:16]=2)[CH2:3]1)=[O:9]. The yield is 0.120. (2) The reactants are [C:1]12([NH2:11])[CH2:10][CH:5]3[CH2:6][CH:7]([CH2:9][CH:3]([CH2:4]3)[CH2:2]1)[CH2:8]2.[OH:12][C:13]1[CH:20]=[C:19]([O:21][CH3:22])[C:16]([CH:17]=O)=[C:15]([O:23][CH3:24])[CH:14]=1. The product is [C:1]12([NH:11][CH2:17][C:16]3[C:15]([O:23][CH3:24])=[CH:14][C:13]([OH:12])=[CH:20][C:19]=3[O:21][CH3:22])[CH2:8][CH:7]3[CH2:6][CH:5]([CH2:4][CH:3]([CH2:9]3)[CH2:2]1)[CH2:10]2. No catalyst specified. The yield is 0.790. (3) The reactants are Cl.Cl.[F:3][C:4]1[CH:23]=[CH:22][C:7]([CH2:8][CH:9]2[CH2:14][CH2:13][CH:12]([NH:15][C@H:16]3[C@H:20]([NH2:21])[CH2:19][O:18][CH2:17]3)[CH2:11][CH2:10]2)=[CH:6][CH:5]=1.C(N(CC)CC)C.[C:31]([C:34]1[CH:35]=[C:36]([N:40]=[C:41]=[O:42])[CH:37]=[CH:38][CH:39]=1)(=[O:33])[CH3:32]. The catalyst is ClCCl. The product is [C:31]([C:34]1[CH:35]=[C:36]([NH:40][C:41]([NH:21][C@H:20]2[C@H:16]([NH:15][CH:12]3[CH2:11][CH2:10][CH:9]([CH2:8][C:7]4[CH:6]=[CH:5][C:4]([F:3])=[CH:23][CH:22]=4)[CH2:14][CH2:13]3)[CH2:17][O:18][CH2:19]2)=[O:42])[CH:37]=[CH:38][CH:39]=1)(=[O:33])[CH3:32]. The yield is 0.600. (4) The reactants are [Si:1](Cl)([C:4]([CH3:7])([CH3:6])[CH3:5])([CH3:3])[CH3:2].[CH:9]1([CH:15]([OH:32])[CH2:16][CH2:17][N:18]2[CH2:23][CH2:22][CH:21]([NH:24][C:25]3[CH:30]=[CH:29][C:28]([CH3:31])=[CH:27][N:26]=3)[CH2:20][CH2:19]2)[CH2:14][CH2:13][CH2:12][CH2:11][CH2:10]1.C(N(CC)CC)C. The catalyst is CN(C)C1C=CN=CC=1.C(Cl)Cl. The product is [O:32]([CH:15]([CH:9]1[CH2:14][CH2:13][CH2:12][CH2:11][CH2:10]1)[CH2:16][CH2:17][N:18]1[CH2:19][CH2:20][CH:21]([NH:24][C:25]2[CH:30]=[CH:29][C:28]([CH3:31])=[CH:27][N:26]=2)[CH2:22][CH2:23]1)[Si:1]([C:4]([CH3:7])([CH3:6])[CH3:5])([CH3:3])[CH3:2]. The yield is 0.777. (5) The reactants are CC1C=CC(S(O[CH2:12][CH:13]2[CH:22]=[CH:21][C:20]3[C:15](=[C:16]([C:24]4[CH:29]=[CH:28][CH:27]=[CH:26][C:25]=4[Cl:30])[CH:17]=[C:18]([F:23])[CH:19]=3)[O:14]2)(=O)=O)=CC=1.[CH3:31][NH2:32].[OH-].[Na+]. The catalyst is CS(C)=O. The product is [Cl:30][C:25]1[CH:26]=[CH:27][CH:28]=[CH:29][C:24]=1[C:16]1[CH:17]=[C:18]([F:23])[CH:19]=[C:20]2[C:15]=1[O:14][CH:13]([CH2:12][NH:32][CH3:31])[CH:22]=[CH:21]2. The yield is 0.450.